This data is from Forward reaction prediction with 1.9M reactions from USPTO patents (1976-2016). The task is: Predict the product of the given reaction. Given the reactants Cl[C:2]1[CH:3]=[CH:4][C:5]([C:8]2[CH:13]=[CH:12][C:11]([C:14]3[O:15][C:16]4[CH:22]=[CH:21][CH:20]=[CH:19][C:17]=4[N:18]=3)=[CH:10][C:9]=2[O:23][CH3:24])=[N:6][CH:7]=1.[NH:25]1[CH2:30][CH2:29][O:28][CH2:27][CH2:26]1.C1(C2C=CC=CC=2)C=CC=CC=1P(C(C)(C)C)C(C)(C)C.CC([O-])(C)C.[Na+], predict the reaction product. The product is: [CH3:24][O:23][C:9]1[CH:10]=[C:11]([C:14]2[O:15][C:16]3[CH:22]=[CH:21][CH:20]=[CH:19][C:17]=3[N:18]=2)[CH:12]=[CH:13][C:8]=1[C:5]1[CH:4]=[CH:3][C:2]([N:25]2[CH2:30][CH2:29][O:28][CH2:27][CH2:26]2)=[CH:7][N:6]=1.